Dataset: Catalyst prediction with 721,799 reactions and 888 catalyst types from USPTO. Task: Predict which catalyst facilitates the given reaction. (1) Reactant: [CH2:1]([N:8]1[CH2:15][CH:14]2[CH:10]([CH2:11][NH:12][CH2:13]2)[CH2:9]1)[C:2]1[CH:7]=[CH:6][CH:5]=[CH:4][CH:3]=1.[CH3:16][O:17][C:18]1[CH:26]=[CH:25][C:21]([C:22](O)=[O:23])=[C:20]([N:27]2[N:31]=[CH:30][CH:29]=[N:28]2)[CH:19]=1.CN(C(ON1N=NC2C=CC=NC1=2)=[N+](C)C)C.F[P-](F)(F)(F)(F)F. Product: [CH2:1]([N:8]1[CH2:9][CH:10]2[CH2:11][N:12]([C:22]([C:21]3[CH:25]=[CH:26][C:18]([O:17][CH3:16])=[CH:19][C:20]=3[N:27]3[N:31]=[CH:30][CH:29]=[N:28]3)=[O:23])[CH2:13][CH:14]2[CH2:15]1)[C:2]1[CH:7]=[CH:6][CH:5]=[CH:4][CH:3]=1. The catalyst class is: 31. (2) Reactant: CC(C1NC(=O)C(CCSC)NC(=O)C(NC(C(NC(C(NC(C(NC(C(N)CC(O)=O)=O)C(O)C)=O)CCSC)=O)CCCNC(N)=N)=O)CSSCC(C(NC(C(NC(C(NC(C(O)=O)C(C)C)=O)CCC(O)=O)=O)CC2C3C(=CC=CC=3)NC=2)=O)NC(=O)C2N(CCC2)C(=O)C(CCCNC(N)=N)NC(=O)C(C[C:128]2[CH:133]=[CH:132][C:131]([OH:134])=[CH:130][CH:129]=2)NC(=O)C(C(C)C)NC(=O)C(CCCNC(N)=N)NC(=O)CNC1=O)C.[BH4-].[Na+].[OH2:147].[CH2:148]1[CH2:152][O:151][CH2:150][CH2:149]1. Product: [OH:134][CH:131]1[CH2:130][CH2:129][CH2:128][CH:133]([C:150]([O:151][CH2:152][C:148]2[CH:149]=[CH:130][CH:129]=[CH:128][CH:133]=2)=[O:147])[CH2:132]1. The catalyst class is: 28. (3) Reactant: Br[C:2]1[CH:3]=[CH:4][C:5]2[N:6]([C:8]([S:11][C:12]3[CH:13]=[C:14]4[C:19](=[CH:20][CH:21]=3)[N:18]=[CH:17][C:16]([N:22]3[CH2:26][CH2:25][C@H:24]([N:27]([CH3:29])[CH3:28])[CH2:23]3)=[CH:15]4)=[N:9][N:10]=2)[CH:7]=1.N#N.C([Sn](CCCC)(CCCC)[C:37]([O:39][CH2:40][CH3:41])=[CH2:38])CCC. Product: [CH2:40]([O:39][C:37]([C:2]1[CH:3]=[CH:4][C:5]2[N:6]([C:8]([S:11][C:12]3[CH:13]=[C:14]4[C:19](=[CH:20][CH:21]=3)[N:18]=[CH:17][C:16]([N:22]3[CH2:26][CH2:25][C@H:24]([N:27]([CH3:28])[CH3:29])[CH2:23]3)=[CH:15]4)=[N:9][N:10]=2)[CH:7]=1)=[CH2:38])[CH3:41]. The catalyst class is: 233. (4) Reactant: [CH3:1][O:2][C:3](=[O:11])[C:4]([CH3:10])([CH3:9])[CH2:5][C:6]([OH:8])=O.CCN(C(C)C)C(C)C.CN(C(ON1N=NC2C=CC=NC1=2)=[N+](C)C)C.F[P-](F)(F)(F)(F)F.[F:45][CH:46]1[CH2:51][CH2:50][N:49]([C:52]([C:54]2[N:55]=[C:56]([C:59]([NH:61][NH2:62])=[O:60])[S:57][CH:58]=2)=[O:53])[CH2:48][CH2:47]1. Product: [F:45][CH:46]1[CH2:51][CH2:50][N:49]([C:52]([C:54]2[N:55]=[C:56]([C:59]([NH:61][NH:62][C:6](=[O:8])[CH2:5][C:4]([CH3:10])([CH3:9])[C:3]([O:2][CH3:1])=[O:11])=[O:60])[S:57][CH:58]=2)=[O:53])[CH2:48][CH2:47]1. The catalyst class is: 2.